Dataset: Drug-target binding data from BindingDB using Ki measurements. Task: Regression. Given a target protein amino acid sequence and a drug SMILES string, predict the binding affinity score between them. We predict pKi (pKi = -log10(Ki in M); higher means stronger inhibition). Dataset: bindingdb_ki. (1) The compound is CC(C)CN(Cc1cnc2c(c1)OCCCO2)C(=O)C1CCN(Cc2ccccc2)C1. The target protein sequence is MPPPAWMEPTVGALGENTTDTSTSFLSLVNARGAQAASFPFTLSYGDYDTALGEEEDVTKSWTFFAARIVIGMALVAIMLVCGVGNFIFITTLARYKKLRNLTNLLIANLAISDFLVAIVCCPFEMDYYVVRQLSWEHGHVLCASVNYLRTVSLYVSTNALLAIAIDRYLAIVHPLRPRMKCQTAAGLIFLVWSVSILIAIPAAYFTTETVLVIVESQEKIFCGQIWPVDQQVYYRSYFLLVFGLEFVGPVVAMTLCYARVSRELWFKAVPGFQTEQIRRRLRCRRRTVLGLVCVLSAYVLCWAPFYGFTIVRDFFPSVFVKEKHYLTAFYVVECIAMSNSMINTLCFVSVRNNTSKYLKRILRLQWRASPSGSKASADLDLRTTGMPATEEVDCIGLK. The pKi is 6.7. (2) The small molecule is CC(C)(C)NC(=O)[C@@H]1CN(Cc2cccnc2)CCN1C[C@@H](O)C[C@@H](Cc1ccccc1)C(=O)N[C@H]1c2ccccc2C[C@H]1O. The target protein sequence is PQVTLWQRPLVTIKIGGQLKEAVLDTGADDTVLEEMSLPGRWKPKMIGGIGGFIKVRQYDQILIEICGHKAIGTVLVGPTPVNIIGRNLLTQIGCTLNF. The pKi is 8.5. (3) The drug is CCCC[C@H](NC(=O)[C@H]1CCCN1C(=O)[C@@H](NC(=O)[C@@H](NC(=O)[C@H](CCC(=O)O)NC(=O)[C@@H](N)CC(=O)O)C(C)C)C(C)C)B1O[C@@H]2C[C@@H]3C[C@@H](C3(C)C)[C@]2(C)O1. The target protein sequence is APITAYAQQTRGLLGCIITSLTGRDKNQVEGEVQIVSTAAQTFLATCINGVCWTVYHGAGTRTIASSKGPVIQMYTNVDQDLVGWPAPQGARSLTPCTCGSSDLYLVTRHADVIPVRRRGDGRGSLLSPRPISYLKGSSGGPLLCPAGHAVGIFRAAVCTRGVAKAVDFIPVEGLETTMRSPVFSDNSSPPAVPQSYQVAHLHAPTGSGKSTKVPAAYAAQGYKVLVLNPSVAATLGFGAYMSKAHGIDPNIRTGVRTITTGSPITYSTYGKFLADGGCSGGAYDIIICDECHSTDATSILGIGTVLDQAETAGARLTVLATATPPGSVTVPHPNIEEVALSTTGEIPFYGKAIPLEAIKGGRHLIFCHSKKKCDELAAKLVALGVNAVAYYRGLDVSVIPASGDVVVVATDALMTGFTGDFDSVIDCNTCVTQTVDFSLDPTFTIETTTLPQDAVSRTQRRGRTGRGKPGIYRFVTPGERPSGMFDSSVLCECYDAGCA.... The pKi is 8.0. (4) The drug is CCN(CC)CCOc1ccc(-c2cnc(N3Cc4c(nc5ccccc5c4O)C3c3ccc4c(c3)CCO4)nc2)cc1. The target protein (O54735) has sequence MLPFGDKTRDMVNAWFSERVHNIPVCKEGIRAHTESCSCSLPQSPHADNTTPGAPARKISASEFDRPLRPIVVKDSEGTVSFLSDSGKKEQMPLTSPRFDSDEGDQCSRLLELVKDISSHLDVTALCHKIFLHIHGLISADRYSLFLVCEDSSKDKFLVSRLFDVAEGSTLEEASNNCIRLEWNKGIVGHVAAFGEPLNIKDAYEDPRFNAEVDQITGYKTQSILCMPIKNHREEVVGVAQAINKKSGNGGTFTEKDEKDFAAYLAFCGIVLHNAQLYETSLLENKRNQVLLDLASLIFEEQQSLEVILKKIAATIISFMQVQKCTIFIVDEDCPDSFSRVFQMEWEEVGKSSEPLTREHDANKINYMYAQYVKNTMEPLNIPDVTKDNRFPWTNENMGHINTHCIRSLLCTPIKNGKKNKVIGVCQLVNKMEEKTGKIKAFNQNDEQFLEAFVIFCGLGIQNTQMYEAVERAMAKQMVTLEVLSYHASAAEEETRELQA.... The pKi is 9.2. (5) The compound is CCCC(=O)NC(c1cccc2ccccc12)P(=O)(O)O. The target protein (P80366) has sequence MGVVKGLLALALVLNVVVVSNGGKSSNFVRKTNKNRDMPLDSDVFRVPPGYNAPQQVHITQGDLVGRAMIISWVTMDEPGSSAVRYWSEKNGRKRIAKGKMSTYRFFNYSSGFIHHTTIRKLKYNTKYYYEVGLRNTTRRFSFITPPQTGLDVPYTFGLIGDLGQSFDSNTTLSHYELSPKKGQTVLFVGDLSYADRYPNHDNVRWDTWGRFTERSVAYQPWIWTAGNHEIEFAPEINETEPFKPFSYRYHVPYEASQSTSPFWYSIKRASAHIIVLSSYSAYGRGTPQYTWLKKELRKVKRSETPWLIVLMHSPLYNSYNHHFMEGEAMRTKFEAWFVKYKVDVVFAGHVHAYERSERVSNIAYKITNGLCTPVKDQSAPVYITIGDAGNYGVIDSNMIQPQPEYSAFREASFGHGMFDIKNRTHAHFSWNRNQDGVAVEADSVWFFNRHWYPVDDST. The pKi is 3.2. (6) The drug is CC(=O)OCCOCCOCCOCCOCCOCCOCCOCCN[C@@H](CC(C)C)C(=O)N[C@@H](CC(C)C)C(=O)N[C@@H](CC(C)C)C(=O)N[C@@H](CC(C)C)C(=O)N[C@@H](CCCN=C(N)N)C(=O)N[C@H](C(=O)N[C@@H](CCCCN)C(=O)N[C@@H](CCCN=C(N)N)C(N)=O)C(C)C. The target protein (P09958) has sequence MELRPWLLWVVAATGTLVLLAADAQGQKVFTNTWAVRIPGGPAVANSVARKHGFLNLGQIFGDYYHFWHRGVTKRSLSPHRPRHSRLQREPQVQWLEQQVAKRRTKRDVYQEPTDPKFPQQWYLSGVTQRDLNVKAAWAQGYTGHGIVVSILDDGIEKNHPDLAGNYDPGASFDVNDQDPDPQPRYTQMNDNRHGTRCAGEVAAVANNGVCGVGVAYNARIGGVRMLDGEVTDAVEARSLGLNPNHIHIYSASWGPEDDGKTVDGPARLAEEAFFRGVSQGRGGLGSIFVWASGNGGREHDSCNCDGYTNSIYTLSISSATQFGNVPWYSEACSSTLATTYSSGNQNEKQIVTTDLRQKCTESHTGTSASAPLAAGIIALTLEANKNLTWRDMQHLVVQTSKPAHLNANDWATNGVGRKVSHSYGYGLLDAGAMVALAQNWTTVAPQRKCIIDILTEPKDIGKRLEVRKTVTACLGEPNHITRLEHAQARLTLSYNRRGD.... The pKi is 6.3. (7) The compound is CN(CCC#N)C[C@H]1OC(n2cnc3c(N)ncnc32)[C@H](O)[C@@H]1O. The target protein (P17708) has sequence MEAAHFFEGTEKLLEVWFSRQQSDASQGSGDLRTIPRSEWDVLLKDVQCSIISVTKTDKQEAYVLSESSMFVSKRRFILKTCGTTLLLKALVPLLKLARDYSGFDSIQSFFYSRKNFMKPSHQGYPHRNFQEEIEFLNAIFPNGAAYCMGRMNSDCWYLYTLDLPESRVINQPDQTLEILMSELDPAVMDQFYMKDGVTAKDVTRESGIRDLIPGSVIDATLFNPCGYSMNGMKSDGTYWTIHITPEPEFSYVSFETNLSQTSYDDLIRKVVEVFKPGKFVTTLFVNQSSKCRTVLSSPQKIDGFKRLDCQSAMFNDYNFVFTSFAKKQQQQS. The pKi is 2.5. (8) The small molecule is c1ccc2c(c1)OCC(C1=NCCN1)O2. The target protein (P35405) has sequence MDLQLTTNSTDSGDRGGSSNESLQRQPPSQYSPAEVAGLAAVVSFLIVFTIVGNVLVVIAVLTSRALKAPQNLFQVSLASADILVATLVMPFSLANELMNYWYFGKVWCVIYLALDVLFCTSSIVHLCAISLDRYWSVTQAVEYNLKRTPRRIKGIIVTVWLISAVISFPPLISLYRDPEDDLYPQCELNDETWYILSSCIGSFFAPCIIMVLVYVRIYRVAKLRTRTLSEKRTVPEGSSQTENGLSRPPVGAGPSTAAAAAASLRLQAGENGHYHLHHHHHHLHHHHHHHHHQLRKSAELEDIELEESSTSENRRRRRSREEAAARKGSRGFSFSFSSTKGGQSAGAGSRLSRASNRSLEFFSTHRRRKRSSLCRRKVTQAREKRFTFVLAVVMGVFVVCWFPFFFTYSLYGICREACQVPETLFKFFFWIGYCNSSLNPVIYTIFNQDFRRSFKHILFKKKKKTSLQ. The pKi is 8.6. (9) The drug is OC[C@@H]1NC[C@@H](O)[C@@H](O)C1(F)F. The target protein (P06835) has sequence MLLPLYGLASFLVLSQAALVNTSAPQASNDDPFNHSPSFYPTPQGGRINDGKWQAAFYRARELVDQMSIAEKVNLTTGVGSASGPCSGNTGSVPRLNISSICVQDGPLSVRAADLTDVFPCGMAASSSFNKQLIYDRAVAIGSEFKGKGADAILGPVYGPMGVKAAGGRGWEGHGPDPYLEGVIAYLQTIGIQSQGVVSTAKHLIGNEQEHFRFAKKDKHAGKIDPGMFNTSSSLSSEIDDRAMHEIYLWPFAEAVRGGVSSIMCSYNKLNGSHACQNSYLLNYLLKEELGFQGFVMTDWGALYSGIDAANAGLDMDMPCEAQYFGGNLTTAVLNGTLPQDRLDDMATRILSALIYSGVHNPDGPNYNAQTFLTEGHEYFKQQEGDIVVLNKHVDVRSDINRAVALRSAVEGVVLLKNEHETLPLGREKVKRISILGQAAGDDSKGTSCSLRGCGSGAIGTGYGSGAGTFSYFVTPADGIGARAQQEKISYEFIGDSWNQ.... The pKi is 3.0. (10) The drug is CC(c1cn(CCc2cnc[nH]2)nn1)C1CCCCC1. The target protein (Q9Y5N1) has sequence MERAPPDGPLNASGALAGEAAAAGGARGFSAAWTAVLAALMALLIVATVLGNALVMLAFVADSSLRTQNNFFLLNLAISDFLVGAFCIPLYVPYVLTGRWTFGRGLCKLWLVVDYLLCTSSAFNIVLISYDRFLSVTRAVSYRAQQGDTRRAVRKMLLVWVLAFLLYGPAILSWEYLSGGSSIPEGHCYAEFFYNWYFLITASTLEFFTPFLSVTFFNLSIYLNIQRRTRLRLDGAREAAGPEPPPEAQPSPPPPPGCWGCWQKGHGEAMPLHRYGVGEAAVGAEAGEATLGGGGGGGSVASPTSSSGSSSRGTERPRSLKRGSKPSASSASLEKRMKMVSQSFTQRFRLSRDRKVAKSLAVIVSIFGLCWAPYTLLMIIRAACHGHCVPDYWYETSFWLLWANSAVNPVLYPLCHHSFRRAFTKLLCPQKLKIQPHSSLEHCWK. The pKi is 7.1.